Task: Predict which catalyst facilitates the given reaction.. Dataset: Catalyst prediction with 721,799 reactions and 888 catalyst types from USPTO Product: [CH3:1][O:2][C:5]1[C:10]([O:11][CH3:12])=[CH:9][C:8]([N+:13]([O-:15])=[O:14])=[CH:7][N:6]=1. Reactant: [CH3:1][O-:2].[Na+].Cl[C:5]1[C:10]([O:11][CH3:12])=[CH:9][C:8]([N+:13]([O-:15])=[O:14])=[CH:7][N:6]=1. The catalyst class is: 5.